Dataset: Full USPTO retrosynthesis dataset with 1.9M reactions from patents (1976-2016). Task: Predict the reactants needed to synthesize the given product. (1) Given the product [O:1]([C:8]1[CH:9]=[CH:10][C:11]([C:14](=[O:16])[CH:15]=[CH:21][C:20]2[CH:23]=[C:24]([CH3:27])[C:25]([OH:26])=[C:18]([CH3:17])[CH:19]=2)=[CH:12][CH:13]=1)[C:2]1[CH:7]=[CH:6][CH:5]=[CH:4][CH:3]=1, predict the reactants needed to synthesize it. The reactants are: [O:1]([C:8]1[CH:13]=[CH:12][C:11]([C:14](=[O:16])[CH3:15])=[CH:10][CH:9]=1)[C:2]1[CH:7]=[CH:6][CH:5]=[CH:4][CH:3]=1.[CH3:17][C:18]1[CH:19]=[C:20]([CH:23]=[C:24]([CH3:27])[C:25]=1[OH:26])[CH:21]=O. (2) Given the product [NH2:6][C:7]1[CH:8]=[C:9]([NH:13][CH:14]2[CH2:19][CH2:18][N:17]([CH2:20][C:21]3[CH:26]=[CH:25][CH:24]=[CH:23][CH:22]=3)[CH2:16][CH2:15]2)[CH:10]=[CH:11][CH:12]=1, predict the reactants needed to synthesize it. The reactants are: [OH-].[K+].C([NH:6][C:7]1[CH:8]=[C:9]([NH:13][CH:14]2[CH2:19][CH2:18][N:17]([CH2:20][C:21]3[CH:26]=[CH:25][CH:24]=[CH:23][CH:22]=3)[CH2:16][CH2:15]2)[CH:10]=[CH:11][CH:12]=1)(=O)C.O.